From a dataset of Full USPTO retrosynthesis dataset with 1.9M reactions from patents (1976-2016). Predict the reactants needed to synthesize the given product. Given the product [CH3:1][O:2][C:3]1[CH:4]=[C:5]2[C:10](=[CH:11][CH:12]=1)[C:9]([OH:13])=[CH:8][CH:7]=[CH:6]2, predict the reactants needed to synthesize it. The reactants are: [CH3:1][O:2][C:3]1[CH:4]=[C:5]2[C:10](=[CH:11][CH:12]=1)[C:9](=[O:13])[CH2:8][CH2:7][CH2:6]2.